Dataset: Full USPTO retrosynthesis dataset with 1.9M reactions from patents (1976-2016). Task: Predict the reactants needed to synthesize the given product. (1) The reactants are: [CH3:1][C:2]1[CH:7]=[CH:6][C:5]([C:8]2[N:13]=[C:12]3[CH:14]=[N:15][NH:16][C:11]3=[CH:10][C:9]=2[C:17]2[CH:24]=[CH:23][C:20]([C:21]#[N:22])=[CH:19][CH:18]=2)=[CH:4][CH:3]=1.Cl[CH2:26][CH:27]1[C@@H:32]2[C@H:28]1[CH2:29][N:30]([C:33]([O:35][C:36]([CH3:39])([CH3:38])[CH3:37])=[O:34])[CH2:31]2.C([O-])([O-])=O.[K+].[K+]. Given the product [C:21]([C:20]1[CH:23]=[CH:24][C:17]([C:9]2[CH:10]=[C:11]3[N:16]([CH2:26][CH:27]4[C@@H:28]5[C@H:32]4[CH2:31][N:30]([C:33]([O:35][C:36]([CH3:37])([CH3:39])[CH3:38])=[O:34])[CH2:29]5)[N:15]=[CH:14][C:12]3=[N:13][C:8]=2[C:5]2[CH:4]=[CH:3][C:2]([CH3:1])=[CH:7][CH:6]=2)=[CH:18][CH:19]=1)#[N:22], predict the reactants needed to synthesize it. (2) Given the product [CH3:24][O:25][C:26](=[O:67])[CH2:27][C:28]1[CH:33]=[CH:32][C:31]([C:34]2[CH:39]=[CH:38][C:37]([C:40]([CH2:63][CH3:64])([C:43]3[CH:48]=[CH:47][C:46]([C:49]#[C:50][C:51]4([OH:57])[CH2:56][CH2:55][CH2:54][CH2:53][CH2:52]4)=[C:45]([CH3:62])[CH:44]=3)[CH2:41][CH3:42])=[CH:36][C:35]=2[CH3:65])=[CH:30][C:29]=1[F:66], predict the reactants needed to synthesize it. The reactants are: [F-].C([N+](CCCC)(CCCC)CCCC)CCC.O1CCCC1.[CH3:24][O:25][C:26](=[O:67])[CH2:27][C:28]1[CH:33]=[CH:32][C:31]([C:34]2[CH:39]=[CH:38][C:37]([C:40]([CH2:63][CH3:64])([C:43]3[CH:48]=[CH:47][C:46]([C:49]#[C:50][C:51]4([O:57][Si](C)(C)C)[CH2:56][CH2:55][CH2:54][CH2:53][CH2:52]4)=[C:45]([CH3:62])[CH:44]=3)[CH2:41][CH3:42])=[CH:36][C:35]=2[CH3:65])=[CH:30][C:29]=1[F:66].[Cl-].[NH4+]. (3) Given the product [CH3:1][CH:2]([C:11]1[CH:33]=[CH:32][C:14]([CH2:15][O:16][CH2:17][CH2:18][O:19][CH2:20][CH2:21][O:22][CH2:23][CH2:24][OH:25])=[CH:13][CH:12]=1)[CH2:3][CH2:4][CH2:5][CH2:6][CH2:7][CH2:8][CH2:9][CH3:10], predict the reactants needed to synthesize it. The reactants are: [CH3:1][CH:2]([C:11]1[CH:33]=[CH:32][C:14]([CH2:15][O:16][CH2:17][CH2:18][O:19][CH2:20][CH2:21][O:22][CH2:23][CH2:24][O:25]C2CCCCO2)=[CH:13][CH:12]=1)[CH2:3][CH2:4][CH2:5][CH2:6][CH2:7][CH2:8][CH2:9][CH3:10].CC1C=CC(S(O)(=O)=O)=CC=1.O. (4) Given the product [OH:3][C:2]([CH:4]([C:6]1[CH:7]=[CH:8][C:9]([CH2:10][CH:11]([CH3:12])[CH3:13])=[CH:14][CH:15]=1)[CH3:5])=[O:1].[N:16]1[CH:21]=[CH:20][C:19]([C:22]2[CH:27]=[CH:26][N:25]=[CH:24][CH:23]=2)=[CH:18][CH:17]=1, predict the reactants needed to synthesize it. The reactants are: [OH:1][C:2]([CH:4]([C:6]1[CH:15]=[CH:14][C:9]([CH2:10][CH:11]([CH3:13])[CH3:12])=[CH:8][CH:7]=1)[CH3:5])=[O:3].[N:16]1[CH:21]=[CH:20][C:19]([C:22]2[CH:27]=[CH:26][N:25]=[CH:24][CH:23]=2)=[CH:18][CH:17]=1. (5) Given the product [N:1]1[NH:2][C:3](=[S:4])[N:5]=[C:7]2[C:9]=1[C:11]1[CH:12]=[CH:13][CH:14]=[CH:15][C:16]=1[NH:6]2, predict the reactants needed to synthesize it. The reactants are: [NH2:1][NH:2][C:3]([NH2:5])=[S:4].[NH:6]1[C:16]2[C:11](=[CH:12][CH:13]=[CH:14][CH:15]=2)[C:9](=O)[C:7]1=O. (6) Given the product [NH:1]1[C:9]2[C:4](=[CH:5][CH:6]=[CH:7][CH:8]=2)[C:3](/[CH:10]=[C:11]2\[O:12][C:13]3[C:20]([CH2:34][N:30]4[CH2:29][CH2:28][N:27]([CH2:26][CH2:25][CH2:24][N:23]([CH3:22])[CH3:33])[CH2:32][CH2:31]4)=[C:19]([OH:21])[CH:18]=[CH:17][C:14]=3[C:15]\2=[O:16])=[CH:2]1, predict the reactants needed to synthesize it. The reactants are: [NH:1]1[C:9]2[C:4](=[CH:5][CH:6]=[CH:7][CH:8]=2)[C:3](/[CH:10]=[C:11]2\[O:12][C:13]3[CH:20]=[C:19]([OH:21])[CH:18]=[CH:17][C:14]=3[C:15]\2=[O:16])=[CH:2]1.[CH3:22][N:23]([CH3:33])[CH2:24][CH2:25][CH2:26][N:27]1[CH2:32][CH2:31][NH:30][CH2:29][CH2:28]1.[CH2:34]=O. (7) Given the product [F:10][C:5]1[CH:4]=[CH:3][C:2]([B:14]2[O:15][C:16]([CH3:18])([CH3:17])[C:12]([CH3:28])([CH3:11])[O:13]2)=[CH:9][C:6]=1[C:7]#[N:8], predict the reactants needed to synthesize it. The reactants are: Br[C:2]1[CH:3]=[CH:4][C:5]([F:10])=[C:6]([CH:9]=1)[C:7]#[N:8].[CH3:11][C:12]1([CH3:28])[C:16]([CH3:18])([CH3:17])[O:15][B:14]([B:14]2[O:15][C:16]([CH3:18])([CH3:17])[C:12]([CH3:28])([CH3:11])[O:13]2)[O:13]1.C([O-])(=O)C.[K+].